This data is from hERG potassium channel inhibition data for cardiac toxicity prediction from Karim et al.. The task is: Regression/Classification. Given a drug SMILES string, predict its toxicity properties. Task type varies by dataset: regression for continuous values (e.g., LD50, hERG inhibition percentage) or binary classification for toxic/non-toxic outcomes (e.g., AMES mutagenicity, cardiotoxicity, hepatotoxicity). Dataset: herg_karim. (1) The compound is CN(C)CCC[C@]1(c2ccc(F)cc2)OCc2cc(C#N)ccc21. The result is 1 (blocker). (2) The drug is CCOC(=O)Nc1cccc([C@@H](c2ccc(C(=O)N(CC)CC)cc2)N2CCN(Cc3cscn3)CC2)c1. The result is 1 (blocker). (3) The molecule is O=C(NC1COc2cccc(-c3cncnc3)c2C1)c1ccc(OCCC(F)(F)F)nc1. The result is 1 (blocker). (4) The molecule is O=C(CNC(=O)c1cccc(C(F)(F)F)c1)NC1CN([C@H]2CC[C@H](c3ccc4[nH]cnc4c3)CC2)C1. The result is 1 (blocker). (5) The compound is COc1ccc2cc(-c3cc(-c4cc(Cl)cc(Cl)c4)nn3[C@@H](C)c3ccc(C(=O)NCCC(=O)O)cc3)ccc2c1. The result is 0 (non-blocker).